Dataset: Reaction yield outcomes from USPTO patents with 853,638 reactions. Task: Predict the reaction yield, written as a fraction of the theoretical maximum amount of product (1.0 means a 100% yield; for example, 0.34 means a 34% yield). (1) The reactants are [Cl-].O[NH3+:3].[C:4](=[O:7])([O-])[OH:5].[Na+].CS(C)=O.[CH2:13]([C:15]1[N:16]=[C:17]([CH2:45][CH2:46][CH3:47])[N:18]([CH2:30][C:31]2[CH:36]=[CH:35][C:34]([C:37]3[C:38]([C:43]#[N:44])=[CH:39][CH:40]=[CH:41][CH:42]=3)=[CH:33][CH:32]=2)[C:19](=[O:29])[C:20]=1[O:21][C:22]1[CH:27]=[C:26]([CH3:28])[CH:25]=[CH:24][N:23]=1)[CH3:14]. The catalyst is C(OCC)(=O)C. The product is [CH2:13]([C:15]1[N:16]=[C:17]([CH2:45][CH2:46][CH3:47])[N:18]([CH2:30][C:31]2[CH:36]=[CH:35][C:34]([C:37]3[CH:42]=[CH:41][CH:40]=[CH:39][C:38]=3[C:43]3[NH:3][C:4](=[O:7])[O:5][N:44]=3)=[CH:33][CH:32]=2)[C:19](=[O:29])[C:20]=1[O:21][C:22]1[CH:27]=[C:26]([CH3:28])[CH:25]=[CH:24][N:23]=1)[CH3:14]. The yield is 0.640. (2) The reactants are [F:1][C:2]1[CH:26]=[C:25]([N+:27]([O-])=O)[CH:24]=[CH:23][C:3]=1[O:4][C:5]1[CH:10]=[CH:9][N:8]=[C:7]([NH:11][C:12](=[O:22])[N:13]([CH3:21])[CH:14]2[CH2:19][CH2:18][N:17]([CH3:20])[CH2:16][CH2:15]2)[CH:6]=1.[H][H]. The catalyst is O1CCCC1.CO.[C].[Pd]. The product is [NH2:27][C:25]1[CH:24]=[CH:23][C:3]([O:4][C:5]2[CH:10]=[CH:9][N:8]=[C:7]([NH:11][C:12](=[O:22])[N:13]([CH3:21])[CH:14]3[CH2:15][CH2:16][N:17]([CH3:20])[CH2:18][CH2:19]3)[CH:6]=2)=[C:2]([F:1])[CH:26]=1. The yield is 0.780. (3) The reactants are [CH:1]1[C:14]2[N:13]([CH2:15][C:16]([NH:18][NH:19][C:20](=O)[C:21]3[CH:26]=[C:25]([Cl:27])[C:24]([OH:28])=[C:23]([Cl:29])[CH:22]=3)=O)[C:12]3[C:7](=[CH:8][CH:9]=[CH:10][CH:11]=3)[S:6][C:5]=2[CH:4]=[CH:3][CH:2]=1.COC1C=CC(P2(SP(C3C=CC(OC)=CC=3)(=S)S2)=[S:40])=CC=1.C(OCC)(=O)C. The catalyst is C1(C)C=CC=CC=1. The product is [CH:1]1[C:14]2[N:13]([CH2:15][C:16]3[S:40][C:20]([C:21]4[CH:26]=[C:25]([Cl:27])[C:24]([OH:28])=[C:23]([Cl:29])[CH:22]=4)=[N:19][N:18]=3)[C:12]3[C:7](=[CH:8][CH:9]=[CH:10][CH:11]=3)[S:6][C:5]=2[CH:4]=[CH:3][CH:2]=1. The yield is 0.380. (4) The reactants are [C:1](OC(=O)C)(=[O:3])[CH3:2].[CH2:8]([C:11]1[CH:12]=[C:13]([CH:18]=[CH:19][C:20]=1[OH:21])[C:14]([O:16][CH3:17])=[O:15])[CH:9]=[CH2:10]. The catalyst is N1C=CC=CC=1. The product is [C:1]([O:21][C:20]1[CH:19]=[CH:18][C:13]([C:14]([O:16][CH3:17])=[O:15])=[CH:12][C:11]=1[CH2:8][CH:9]=[CH2:10])(=[O:3])[CH3:2]. The yield is 0.880.